This data is from Forward reaction prediction with 1.9M reactions from USPTO patents (1976-2016). The task is: Predict the product of the given reaction. (1) Given the reactants [C:1]([C:4]1[C:5](=[O:18])[NH:6][C:7](=[O:17])[N:8]([CH2:10][C:11]2[CH:16]=[CH:15][CH:14]=[CH:13][CH:12]=2)[CH:9]=1)(=[O:3])[CH3:2].[F:19][C:20]1[CH:27]=[CH:26][C:23]([CH2:24]Br)=[CH:22][CH:21]=1.C(=O)([O-])[O-].[K+].[K+], predict the reaction product. The product is: [F:19][C:20]1[CH:27]=[CH:26][C:23]([CH2:24][N:6]2[C:5](=[O:18])[C:4]([C:1](=[O:3])[CH3:2])=[CH:9][N:8]([CH2:10][C:11]3[CH:16]=[CH:15][CH:14]=[CH:13][CH:12]=3)[C:7]2=[O:17])=[CH:22][CH:21]=1. (2) Given the reactants Br[C:2]1[C:11]([N+:12]([O-:14])=[O:13])=[CH:10][CH:9]=[CH:8][C:3]=1[C:4]([O:6][CH3:7])=[O:5].[CH2:15]([B-](F)(F)F)[CH:16]=[CH2:17].[K+].[F-].[Cs+], predict the reaction product. The product is: [CH2:17]([C:2]1[C:11]([N+:12]([O-:14])=[O:13])=[CH:10][CH:9]=[CH:8][C:3]=1[C:4]([O:6][CH3:7])=[O:5])[CH:16]=[CH2:15]. (3) Given the reactants [CH:1]1[C:10]2[C:5](=[CH:6][CH:7]=[CH:8][CH:9]=2)[CH:4]=[CH:3][C:2]=1[C:11]([CH3:18])=[CH:12][C:13]([O:15][CH2:16][CH3:17])=[O:14], predict the reaction product. The product is: [CH:1]1[C:10]2[C:5](=[CH:6][CH:7]=[CH:8][CH:9]=2)[CH:4]=[CH:3][C:2]=1[CH:11]([CH3:18])[CH2:12][C:13]([O:15][CH2:16][CH3:17])=[O:14]. (4) Given the reactants Cl[C:2]1[CH:3]=[C:4]([C:8]2[N:13]=[CH:12][C:11]([O:14][CH:15]3[CH2:24][CH2:23][C:18]4([O:22][CH2:21][CH2:20][O:19]4)[CH2:17][CH2:16]3)=[CH:10][N:9]=2)[CH:5]=[CH:6][CH:7]=1.C(OC1C=NC(C2C=CC=C([B:40]3[O:44][C:43]([CH3:46])([CH3:45])[C:42]([CH3:48])([CH3:47])[O:41]3)C=2)=NC=1)C, predict the reaction product. The product is: [O:22]1[C:18]2([CH2:23][CH2:24][CH:15]([O:14][C:11]3[CH:10]=[N:9][C:8]([C:4]4[CH:5]=[CH:6][CH:7]=[C:2]([B:40]5[O:44][C:43]([CH3:46])([CH3:45])[C:42]([CH3:48])([CH3:47])[O:41]5)[CH:3]=4)=[N:13][CH:12]=3)[CH2:16][CH2:17]2)[O:19][CH2:20][CH2:21]1. (5) Given the reactants [CH3:1][O:2][C:3]1[CH:8]=[CH:7][C:6]([S:9](Cl)(=[O:11])=[O:10])=[CH:5][CH:4]=1.[C:13]([C:15]1[CH:16]=[CH:17][C:18]2[NH:22][C:21](=[O:23])[N:20]([CH:24]([C:32]3[CH:37]=[CH:36][CH:35]=[CH:34][CH:33]=3)[C:25]([O:27][C:28]([CH3:31])([CH3:30])[CH3:29])=[O:26])[C:19]=2[CH:38]=1)#[N:14].C(N(CC)CC)C.O, predict the reaction product. The product is: [C:13]([C:15]1[CH:16]=[CH:17][C:18]2[N:22]([S:9]([C:6]3[CH:7]=[CH:8][C:3]([O:2][CH3:1])=[CH:4][CH:5]=3)(=[O:11])=[O:10])[C:21](=[O:23])[N:20]([CH:24]([C:32]3[CH:37]=[CH:36][CH:35]=[CH:34][CH:33]=3)[C:25]([O:27][C:28]([CH3:31])([CH3:30])[CH3:29])=[O:26])[C:19]=2[CH:38]=1)#[N:14]. (6) Given the reactants C(OC(=O)[NH:10][CH2:11][CH:12]1[O:16][C:15]2[CH:17]=[CH:18][C:19]([CH2:21][CH:22]([N:24]([CH3:31])[C:25](=[O:30])[C:26]([F:29])([F:28])[F:27])[CH3:23])=[CH:20][C:14]=2[O:13]1)C1C=CC=CC=1.[H][H], predict the reaction product. The product is: [NH2:10][CH2:11][CH:12]1[O:16][C:15]2[CH:17]=[CH:18][C:19]([CH2:21][CH:22]([N:24]([CH3:31])[C:25](=[O:30])[C:26]([F:28])([F:27])[F:29])[CH3:23])=[CH:20][C:14]=2[O:13]1. (7) Given the reactants C(N(CC)CC)C.[F:8][C:9]1[CH:17]=[CH:16][C:15]([CH2:18][C:19]2[C:28]3[C:23](=[CH:24][CH:25]=[CH:26][CH:27]=3)[C:22](=[O:29])[NH:21][N:20]=2)=[CH:14][C:10]=1[C:11](O)=[O:12].Cl.[CH:31]1([O:36][CH:37]2[CH2:42][CH2:41][NH:40][CH2:39][CH2:38]2)[CH2:35][CH2:34][CH2:33][CH2:32]1.F[P-](F)(F)(F)(F)F.N1(OC(N(C)C)=[N+](C)C)C2C=CC=CC=2N=N1, predict the reaction product. The product is: [CH:31]1([O:36][CH:37]2[CH2:42][CH2:41][N:40]([C:11]([C:10]3[CH:14]=[C:15]([CH:16]=[CH:17][C:9]=3[F:8])[CH2:18][C:19]3[C:28]4[C:23](=[CH:24][CH:25]=[CH:26][CH:27]=4)[C:22](=[O:29])[NH:21][N:20]=3)=[O:12])[CH2:39][CH2:38]2)[CH2:35][CH2:34][CH2:33][CH2:32]1.